Predict the product of the given reaction. From a dataset of Forward reaction prediction with 1.9M reactions from USPTO patents (1976-2016). (1) Given the reactants [C:1]1([Mg]Br)[CH:6]=[CH:5][CH:4]=[CH:3][CH:2]=1.[O:9]=[C:10]([CH3:29])[CH2:11][CH2:12][N:13]([C@H:21]([C:23]1[CH:28]=[CH:27][CH:26]=[CH:25][CH:24]=1)[CH3:22])[C:14](=[O:20])[O:15][C:16]([CH3:19])([CH3:18])[CH3:17], predict the reaction product. The product is: [OH:9][C:10]([C:1]1[CH:6]=[CH:5][CH:4]=[CH:3][CH:2]=1)([CH3:29])[CH2:11][CH2:12][N:13]([C@H:21]([C:23]1[CH:24]=[CH:25][CH:26]=[CH:27][CH:28]=1)[CH3:22])[C:14](=[O:20])[O:15][C:16]([CH3:17])([CH3:18])[CH3:19]. (2) Given the reactants [Cl:1][C:2]1[CH:3]=[C:4]([CH:25]=[CH:26][CH:27]=1)[CH2:5][N:6]1[C:10]([C:11]([OH:13])=[O:12])=[CH:9][C:8]2[S:14][C:15]([C:17]#[C:18][C:19]3C=CC=[CH:21][CH:20]=3)=[CH:16][C:7]1=2.C(OC(C1N(CC2C=CC=C(Cl)C=2)C2C=C(Br)[S:48]C=2C=1)=O)C.CC1SC([Sn](C)(C)C)=CC=1, predict the reaction product. The product is: [Cl:1][C:2]1[CH:3]=[C:4]([CH:25]=[CH:26][CH:27]=1)[CH2:5][N:6]1[C:10]([C:11]([OH:13])=[O:12])=[CH:9][C:8]2[S:14][C:15]([C:17]3[S:48][C:20]([CH3:21])=[CH:19][CH:18]=3)=[CH:16][C:7]1=2.